Predict the reactants needed to synthesize the given product. From a dataset of Full USPTO retrosynthesis dataset with 1.9M reactions from patents (1976-2016). (1) Given the product [CH2:1]([O:8][C:9]([NH:11]/[C:12](=[CH:17]\[C:18]1[S:19][C:20]([Br:59])=[CH:21][CH:22]=1)/[C:13]([O:15][CH3:16])=[O:14])=[O:10])[C:2]1[CH:3]=[CH:4][CH:5]=[CH:6][CH:7]=1, predict the reactants needed to synthesize it. The reactants are: [CH2:1]([O:8][C:9]([NH:11]/[C:12](=[CH:17]\[C:18]1[S:19][CH:20]=[CH:21][CH:22]=1)/[C:13]([O:15][CH3:16])=[O:14])=[O:10])[C:2]1[CH:7]=[CH:6][CH:5]=[CH:4][CH:3]=1.FC1C=C(CC(N[C@@H](C2C=CC=CC=2)C(N[C@H]2[C@@H](C3C=CC=CC=3)SCCNC2=O)=O)=O)C=C(F)C=1.[Br:59]C1SC(C=O)=CC=1. (2) Given the product [Cl:1][C:2]1[CH:3]=[CH:4][C:5]2[NH:10][C:9](=[O:11])[O:8][C@@:7]([CH2:16][NH:17][C:18]([NH:20][C:21]3[CH:26]=[CH:25][C:24]([F:27])=[CH:23][CH:22]=3)=[O:19])([C:12]([F:14])([F:15])[F:13])[C:6]=2[CH:28]=1, predict the reactants needed to synthesize it. The reactants are: [Cl:1][C:2]1[CH:3]=[CH:4][C:5]2[NH:10][C:9](=[O:11])[O:8][C:7]([CH2:16][NH:17][C:18]([NH:20][C:21]3[CH:26]=[CH:25][C:24]([F:27])=[CH:23][CH:22]=3)=[O:19])([C:12]([F:15])([F:14])[F:13])[C:6]=2[CH:28]=1.CCCCCC. (3) Given the product [C:41]([N:43]1[CH2:44][CH2:45][CH:46]([C:60]2[CH:59]=[CH:58][C:57]([C:54]([NH2:55])=[O:56])=[C:62]([NH:63][C:64]3[CH:69]=[CH:68][C:67]([C:26]([N:23]4[CH2:22][CH2:21][CH2:20][CH2:25][CH2:24]4)=[O:28])=[CH:66][CH:65]=3)[N:61]=2)[CH2:47][CH2:48]1)(=[O:42])[CH:38]=[CH2:39], predict the reactants needed to synthesize it. The reactants are: ClC1N=C(Cl)C=CC=1C(N)=O.CC1(C)C(C)(C)OB([C:20]2[CH2:25][CH2:24][N:23]([C:26]([O:28]C(C)(C)C)=O)[CH2:22][CH:21]=2)O1.NC1C=[CH:39][C:38]([C:41]([N:43]2[CH2:48][CH2:47][CH2:46][CH2:45][CH2:44]2)=[O:42])=CC=1.C(O)(=O)C=C.[C:54]([C:57]1[CH:58]=[CH:59][C:60](C2CCN(C(OC(C)(C)C)=O)CC=2)=[N:61][C:62]=1[NH:63][C:64]1[CH:69]=[CH:68][C:67](CCN2CCCC2)=[CH:66][CH:65]=1)(=[O:56])[NH2:55].